Dataset: Full USPTO retrosynthesis dataset with 1.9M reactions from patents (1976-2016). Task: Predict the reactants needed to synthesize the given product. (1) The reactants are: F[C:2]1[CH:7]=[CH:6][CH:5]=[CH:4][C:3]=1[NH:8][C:9](=[S:35])[NH:10][C:11]1[CH:16]=[CH:15][C:14]([C:17]2[CH:18]=[C:19]3[C:23](=[CH:24][CH:25]=2)[C:22](=[O:26])[N:21]([C@@H:27]([CH:32]([CH3:34])[CH3:33])[C:28]([O:30][CH3:31])=[O:29])[CH2:20]3)=[CH:13][CH:12]=1.[NH2:36][C:37]1C=CC(C2C=C3C(=CC=2)C(=O)N([C@@H](C(C)C)C(OC)=O)C3)=CC=1.C(C1C=CC(N=C=S)=CC=1)#N. Given the product [C:37]([C:6]1[CH:5]=[CH:4][C:3]([NH:8][C:9](=[S:35])[NH:10][C:11]2[CH:12]=[CH:13][C:14]([C:17]3[CH:18]=[C:19]4[C:23](=[CH:24][CH:25]=3)[C:22](=[O:26])[N:21]([C@@H:27]([CH:32]([CH3:33])[CH3:34])[C:28]([O:30][CH3:31])=[O:29])[CH2:20]4)=[CH:15][CH:16]=2)=[CH:2][CH:7]=1)#[N:36], predict the reactants needed to synthesize it. (2) The reactants are: [F:1][C:2]1[CH:7]=[CH:6][C:5]([CH:8]([N:12]2[CH2:17][CH2:16][O:15][CH2:14][CH2:13]2)[C:9]([OH:11])=O)=[CH:4][CH:3]=1.[CH2:18]([C:20]1[C:21]([C:33]#[N:34])=[CH:22][C:23]2[C:28]([C:29]=1[CH2:30][NH:31][CH3:32])=[CH:27][CH:26]=[CH:25][CH:24]=2)[CH3:19].Cl.CN(C)CCCN=C=NCC.C1C=CC2N(O)N=NC=2C=1. Given the product [C:33]([C:21]1[C:20]([CH2:18][CH3:19])=[C:29]([CH2:30][N:31]([CH3:32])[C:9](=[O:11])[CH:8]([C:5]2[CH:4]=[CH:3][C:2]([F:1])=[CH:7][CH:6]=2)[N:12]2[CH2:17][CH2:16][O:15][CH2:14][CH2:13]2)[C:28]2[C:23]([CH:22]=1)=[CH:24][CH:25]=[CH:26][CH:27]=2)#[N:34], predict the reactants needed to synthesize it.